From a dataset of Reaction yield outcomes from USPTO patents with 853,638 reactions. Predict the reaction yield, written as a fraction of the theoretical maximum amount of product (1.0 means a 100% yield; for example, 0.34 means a 34% yield). (1) The reactants are [CH2:1]([N:8](C)[CH2:9][C:10]1([CH3:36])[CH2:14][C:13]2[C:15]([CH3:35])=[C:16]([N:21]3[CH2:26][CH2:25][N:24]([C:27]4[CH:32]=[CH:31][C:30]([O:33][CH3:34])=[CH:29][CH:28]=4)[CH2:23][CH2:22]3)[C:17]([CH3:20])=[C:18]([CH3:19])[C:12]=2[O:11]1)C1C=CC=CC=1. The catalyst is [C].[Pd].C(OCC)(=O)C. The product is [CH3:34][O:33][C:30]1[CH:29]=[CH:28][C:27]([N:24]2[CH2:23][CH2:22][N:21]([C:16]3[C:17]([CH3:20])=[C:18]([CH3:19])[C:12]4[O:11][C:10]([CH2:9][NH:8][CH3:1])([CH3:36])[CH2:14][C:13]=4[C:15]=3[CH3:35])[CH2:26][CH2:25]2)=[CH:32][CH:31]=1. The yield is 0.320. (2) The reactants are [CH2:1]([O:8][C:9](=[O:48])[NH:10][C@H:11]([C:13](=[O:47])[NH:14][C@H:15]([C:24](=[O:46])[NH:25][C@@H:26]([CH2:39][C:40]1[CH:45]=[CH:44][CH:43]=[CH:42][CH:41]=1)[CH:27]([C:29](=[O:38])[NH:30][CH2:31][C:32]1[CH:37]=[CH:36][CH:35]=[CH:34][CH:33]=1)[OH:28])[CH2:16][C:17]1[CH:22]=[CH:21][C:20]([Cl:23])=[CH:19][CH:18]=1)[CH3:12])[C:2]1[CH:7]=[CH:6][CH:5]=[CH:4][CH:3]=1.CC(OI1(OC(C)=O)(OC(C)=O)OC(=O)C2C=CC=CC1=2)=O. The catalyst is ClCCl. The product is [CH2:1]([O:8][C:9](=[O:48])[NH:10][C@H:11]([C:13](=[O:47])[NH:14][C@H:15]([C:24](=[O:46])[NH:25][C@@H:26]([CH2:39][C:40]1[CH:41]=[CH:42][CH:43]=[CH:44][CH:45]=1)[C:27]([C:29](=[O:38])[NH:30][CH2:31][C:32]1[CH:33]=[CH:34][CH:35]=[CH:36][CH:37]=1)=[O:28])[CH2:16][C:17]1[CH:22]=[CH:21][C:20]([Cl:23])=[CH:19][CH:18]=1)[CH3:12])[C:2]1[CH:3]=[CH:4][CH:5]=[CH:6][CH:7]=1. The yield is 0.640. (3) The reactants are Br[C:2]1[CH:7]=[CH:6][C:5]([Cl:8])=[C:4]([CH2:9][C:10]2[CH:15]=[CH:14][C:13]([CH:16]3[CH2:18][CH2:17]3)=[CH:12][CH:11]=2)[CH:3]=1.[Li][CH2:20]CCC.C[Si](C)(C)[O:26][C@@H:27]1[C@@H:32]([O:33][Si](C)(C)C)[C@H:31]([O:38][Si](C)(C)C)[C@@H:30]([CH2:43][O:44][Si](C)(C)C)[O:29][C:28]1=[O:49].O.CC1C=CC(S(O)(=O)=O)=CC=1.C(=O)(O)[O-].[Na+]. The catalyst is C1COCC1.C1(C)C=CC=CC=1.C1(C)C=CC=CC=1. The product is [Cl:8][C:5]1[CH:6]=[CH:7][C:2]([C@@:28]2([O:49][CH3:20])[C@H:27]([OH:26])[C@@H:32]([OH:33])[C@H:31]([OH:38])[C@@H:30]([CH2:43][OH:44])[O:29]2)=[CH:3][C:4]=1[CH2:9][C:10]1[CH:15]=[CH:14][C:13]([CH:16]2[CH2:18][CH2:17]2)=[CH:12][CH:11]=1. The yield is 0.896. (4) The reactants are [CH2:1]([O:8][C:9]1[C:10]([O:32][CH2:33][CH3:34])=[CH:11][CH:12]=[C:13]2[C:18]=1[CH:17]=[N:16][CH:15]=[C:14]2[CH2:19][C:20]1[CH:25]=[C:24]([O:26][CH3:27])[C:23]([O:28][CH3:29])=[C:22]([O:30][CH3:31])[CH:21]=1)[C:2]1[CH:7]=[CH:6][CH:5]=[CH:4][CH:3]=1.[OH:35]N1C(=O)C2=CC=CC=C2C1=O.[O-]Cl=O.[Na+].O. The catalyst is CC#N. The product is [CH2:1]([O:8][C:9]1[C:10]([O:32][CH2:33][CH3:34])=[CH:11][CH:12]=[C:13]2[C:18]=1[CH:17]=[N:16][CH:15]=[C:14]2[C:19]([C:20]1[CH:21]=[C:22]([O:30][CH3:31])[C:23]([O:28][CH3:29])=[C:24]([O:26][CH3:27])[CH:25]=1)=[O:35])[C:2]1[CH:7]=[CH:6][CH:5]=[CH:4][CH:3]=1. The yield is 0.380. (5) The reactants are [I:1][C:2]1[C:11]([N+:12]([O-])=O)=[CH:10][CH:9]=[CH:8][C:3]=1[C:4]([O:6][CH3:7])=[O:5]. The catalyst is [Ni].C(OCC)(=O)C. The product is [NH2:12][C:11]1[C:2]([I:1])=[C:3]([CH:8]=[CH:9][CH:10]=1)[C:4]([O:6][CH3:7])=[O:5]. The yield is 0.860. (6) The reactants are [F:1][C@H:2]1[CH2:6][CH2:5][N:4]([CH2:7][C@H:8]([C:10]2[CH:15]=[CH:14][CH:13]=[CH:12][CH:11]=2)O)[CH2:3]1.F[C@H]1CCN([C@H](C2C=CC=CC=2)CO)C1.[CH3:31][NH:32][C:33]1[CH:42]=[CH:41][C:36]([C:37]([O:39][CH3:40])=[O:38])=[CH:35][CH:34]=1. No catalyst specified. The product is [F:1][C@H:2]1[CH2:6][CH2:5][N:4]([CH2:7][C@@H:8]([N:32]([C:33]2[CH:42]=[CH:41][C:36]([C:37]([O:39][CH3:40])=[O:38])=[CH:35][CH:34]=2)[CH3:31])[C:10]2[CH:15]=[CH:14][CH:13]=[CH:12][CH:11]=2)[CH2:3]1. The yield is 0.540. (7) The reactants are [F:1][C:2]1[CH:7]=[CH:6][C:5]([C:8](=[O:26])[CH2:9][CH2:10][CH2:11][C:12]([N:14]2[C@@H:18]([C:19]3[CH:24]=[CH:23][CH:22]=[CH:21][CH:20]=3)[CH2:17][O:16][C:15]2=[O:25])=[O:13])=[CH:4][CH:3]=1.[CH2:27](O)[CH2:28][OH:29].Cl[Si](C)(C)C. The catalyst is C1(C)C=CC=CC=1. The product is [F:1][C:2]1[CH:7]=[CH:6][C:5]([C:8]2([CH2:9][CH2:10][CH2:11][C:12]([N:14]3[C@@H:18]([C:19]4[CH:20]=[CH:21][CH:22]=[CH:23][CH:24]=4)[CH2:17][O:16][C:15]3=[O:25])=[O:13])[O:29][CH2:28][CH2:27][O:26]2)=[CH:4][CH:3]=1. The yield is 0.890. (8) The reactants are [F:1][C:2]1[CH:7]=[CH:6][C:5]([N+:8]([O-])=O)=[C:4]([O:11][CH:12]([CH3:14])[CH3:13])[CH:3]=1.CCO.CC1C=C2N=C3C(=NC(NC3=O)=O)N(C[C@H](O)[C@H](O)[C@H](O)CO)C2=CC=1C. The catalyst is O.[Pd]. The product is [F:1][C:2]1[CH:7]=[CH:6][C:5]([NH2:8])=[C:4]([O:11][CH:12]([CH3:14])[CH3:13])[CH:3]=1. The yield is 0.980.